From a dataset of Full USPTO retrosynthesis dataset with 1.9M reactions from patents (1976-2016). Predict the reactants needed to synthesize the given product. Given the product [NH2:5][C:6]1[C:7]([CH3:16])=[C:8]([C:12]([F:13])([F:14])[F:15])[CH:9]=[C:10]([N+:1]([O-:4])=[O:2])[CH:11]=1, predict the reactants needed to synthesize it. The reactants are: [N+:1]([O-:4])(O)=[O:2].[NH2:5][C:6]1[C:7]([CH3:16])=[C:8]([C:12]([F:15])([F:14])[F:13])[CH:9]=[CH:10][CH:11]=1.